Dataset: Forward reaction prediction with 1.9M reactions from USPTO patents (1976-2016). Task: Predict the product of the given reaction. (1) The product is: [CH3:1][N:2]1[C@@H:19]2[CH2:20][C:7]3[CH:8]=[CH:9][C:10]([O:22][CH3:23])=[C:11]4[O:12][C@H:13]5[C:14]([CH2:16][CH2:17][C@:18]2([OH:21])[C@:5]5([C:6]=34)[CH2:4][CH2:3]1)=[O:15].[ClH:24]. Given the reactants [CH3:1][N:2]1[C@@H:19]2[CH2:20][C:7]3[CH:8]=[CH:9][C:10]([O:22][CH3:23])=[C:11]4[O:12][C@H:13]5[C:14]([CH2:16][CH2:17][C@:18]2([OH:21])[C@:5]5([C:6]=34)[CH2:4][CH2:3]1)=[O:15].[ClH:24], predict the reaction product. (2) Given the reactants [Cl:1][C:2]1[CH:9]=[C:8]([O:10][C:11]2[CH:16]=[CH:15][C:14]([CH:17]=[O:18])=[CH:13][CH:12]=2)[CH:7]=[CH:6][C:3]=1[C:4]#[N:5].C([O-])([O-])=[O:20].[K+].[K+].OO.O, predict the reaction product. The product is: [Cl:1][C:2]1[CH:9]=[C:8]([O:10][C:11]2[CH:16]=[CH:15][C:14]([CH:17]=[O:18])=[CH:13][CH:12]=2)[CH:7]=[CH:6][C:3]=1[C:4]([NH2:5])=[O:20]. (3) Given the reactants [Cl:1][C:2]1[CH:3]=[C:4]([CH3:29])[C:5]2[N:10]=[C:9]([C:11]3[N:15]([C:16]4[C:21]([Cl:22])=[CH:20][CH:19]=[CH:18][N:17]=4)[N:14]=[C:13]([C:23]([F:26])([F:25])[F:24])[CH:12]=3)[O:8][C:7](=[O:27])[C:6]=2[CH:28]=1.[CH:30]([NH2:33])([CH3:32])[CH3:31], predict the reaction product. The product is: [Cl:1][C:2]1[CH:28]=[C:6]([C:7]([NH:33][CH:30]([CH3:32])[CH3:31])=[O:27])[C:5]([NH:10][C:9]([C:11]2[N:15]([C:16]3[C:21]([Cl:22])=[CH:20][CH:19]=[CH:18][N:17]=3)[N:14]=[C:13]([C:23]([F:26])([F:24])[F:25])[CH:12]=2)=[O:8])=[C:4]([CH3:29])[CH:3]=1.